Dataset: Catalyst prediction with 721,799 reactions and 888 catalyst types from USPTO. Task: Predict which catalyst facilitates the given reaction. (1) Reactant: [F:1][C:2]1[CH:3]=[CH:4][C:5]([N:8]([C:10]([C@@H:12]2[CH2:16][CH2:15][CH2:14][N:13]2[CH:17]([CH3:19])[CH3:18])=O)N)=[N:6][CH:7]=1.C1C=CC(P(C2C=CC=CC=2)C2C=CC=CC=2)=CC=1.CC[N:41](CC)CC.ClC(Cl)(Cl)C(Cl)(Cl)Cl. Product: [F:1][C:2]1[CH:3]=[CH:4][C:5]2[N:8]([C:10]([C@@H:12]3[CH2:16][CH2:15][CH2:14][N:13]3[CH:17]([CH3:19])[CH3:18])=[N:41][N:6]=2)[CH:7]=1. The catalyst class is: 1. (2) Reactant: [Cl:1][C:2]1[CH:7]=[C:6]([Cl:8])[CH:5]=[CH:4][C:3]=1[NH:9][NH2:10].C(N(CC([O-])=O)CC(O)=O)CN(CC([O-])=O)CC(O)=O.[Na+].[Na+].Cl[C:34](=[CH2:37])[C:35]#[N:36].S(=O)(=O)(O)O. Product: [NH2:36][C:35]1[N:9]([C:3]2[CH:4]=[CH:5][C:6]([Cl:8])=[CH:7][C:2]=2[Cl:1])[N:10]=[CH:37][CH:34]=1. The catalyst class is: 5. (3) Reactant: [Br:1][C:2]1[N:6]2[CH:7]=[C:8]([CH:13]3[CH2:15][CH2:14]3)[C:9]([CH2:11]O)=[CH:10][C:5]2=[N:4][N:3]=1.C(N(CC)CC)C.CS(Cl)(=O)=O.[Cl:28][C:29]1[CH:30]=[C:31]([CH:39]=[C:40]([Cl:42])[CH:41]=1)[O:32][CH:33]1[CH2:38][CH2:37][NH:36][CH2:35][CH2:34]1.C(=O)([O-])[O-].[K+].[K+]. Product: [Br:1][C:2]1[N:6]2[CH:7]=[C:8]([CH:13]3[CH2:15][CH2:14]3)[C:9]([CH2:11][N:36]3[CH2:37][CH2:38][CH:33]([O:32][C:31]4[CH:39]=[C:40]([Cl:42])[CH:41]=[C:29]([Cl:28])[CH:30]=4)[CH2:34][CH2:35]3)=[CH:10][C:5]2=[N:4][N:3]=1. The catalyst class is: 120. (4) Reactant: [N:1]1([CH2:7][CH2:8][CH2:9][O:10][C:11]2[CH:18]=[CH:17][C:14]([CH:15]=O)=[CH:13][CH:12]=2)[CH2:6][CH2:5][CH2:4][CH2:3][CH2:2]1.[C:19]1([C:25]2([OH:31])[CH2:30][CH2:29][NH:28][CH2:27][CH2:26]2)[CH:24]=[CH:23][CH:22]=[CH:21][CH:20]=1.C(O[BH-](OC(=O)C)OC(=O)C)(=O)C.[Na+].[OH-].[Na+].[CH2:48]([Cl:50])[Cl:49]. Product: [NH3:1].[CH2:48]([Cl:50])[Cl:49].[C:19]1([C:25]2([OH:31])[CH2:30][CH2:29][N:28]([CH2:15][C:14]3[CH:17]=[CH:18][C:11]([O:10][CH2:9][CH2:8][CH2:7][N:1]4[CH2:6][CH2:5][CH2:4][CH2:3][CH2:2]4)=[CH:12][CH:13]=3)[CH2:27][CH2:26]2)[CH:20]=[CH:21][CH:22]=[CH:23][CH:24]=1. The catalyst class is: 15. (5) Reactant: [C:1]([O:5][C:6](=[O:15])[NH:7][C@H:8]1[CH2:13][CH2:12][C@H:11](O)[CH2:10][CH2:9]1)([CH3:4])([CH3:3])[CH3:2].C1C=CC(P(C2C=CC=CC=2)C2C=CC=CC=2)=CC=1.N(C(OCC)=O)=NC(OCC)=O.C1(P([N:61]=[N+:62]=[N-:63])(C2C=CC=CC=2)=O)C=CC=CC=1.CC1CCC(O)C/C/1=C/C=C1\CCCC2(C)C(C(/C=C/C(C(C)C)C)C)CCC\12. Product: [C:1]([O:5][C:6](=[O:15])[NH:7][C@H:8]1[CH2:13][CH2:12][C@@H:11]([N:61]=[N+:62]=[N-:63])[CH2:10][CH2:9]1)([CH3:4])([CH3:3])[CH3:2]. The catalyst class is: 1. (6) Reactant: [C:1]([C:3]1[CH:8]=[CH:7][C:6]([CH:9]2[N:14]([CH:15]([CH3:20])[C:16]([O:18]C)=[O:17])[C:13](=[O:21])[N:12]([C:22]3[CH:27]=[CH:26][CH:25]=[C:24]([C:28]([F:31])([F:30])[F:29])[CH:23]=3)[C:11]3[CH2:32][CH2:33][C:34](=[O:35])[C:10]2=3)=[CH:5][CH:4]=1)#[N:2].[OH-].[Li+].O. Product: [C:1]([C:3]1[CH:4]=[CH:5][C:6]([CH:9]2[N:14]([CH:15]([CH3:20])[C:16]([OH:18])=[O:17])[C:13](=[O:21])[N:12]([C:22]3[CH:27]=[CH:26][CH:25]=[C:24]([C:28]([F:31])([F:29])[F:30])[CH:23]=3)[C:11]3[CH2:32][CH2:33][C:34](=[O:35])[C:10]2=3)=[CH:7][CH:8]=1)#[N:2]. The catalyst class is: 12. (7) Reactant: [CH2:1]([CH:8]1[CH2:10][O:9]1)[C:2]1[CH:7]=[CH:6][CH:5]=[CH:4][CH:3]=1.[NH:11]1[CH2:16][CH2:15][CH:14]([CH2:17][NH:18][C:19]([C:21]2[CH:22]=[N:23][NH:24][CH:25]=2)=[O:20])[CH2:13][CH2:12]1. Product: [OH:9][CH:8]([CH2:1][C:2]1[CH:7]=[CH:6][CH:5]=[CH:4][CH:3]=1)[CH2:10][N:11]1[CH2:16][CH2:15][CH:14]([CH2:17][NH:18][C:19]([C:21]2[CH:25]=[N:24][NH:23][CH:22]=2)=[O:20])[CH2:13][CH2:12]1. The catalyst class is: 32.